This data is from Catalyst prediction with 721,799 reactions and 888 catalyst types from USPTO. The task is: Predict which catalyst facilitates the given reaction. (1) Reactant: [CH2:1]([O:3][C:4]([C:6]1[S:10][C:9]([NH:11][C:12]2[CH:17]=[C:16]([CH:18](OC)[O:19]C)[CH:15]=[CH:14][C:13]=2[N+:23]([O-:25])=[O:24])=[N:8][C:7]=1[C:26]1[CH:31]=[CH:30][CH:29]=[CH:28][CH:27]=1)=[O:5])[CH3:2].Cl. Product: [CH2:1]([O:3][C:4]([C:6]1[S:10][C:9]([NH:11][C:12]2[CH:17]=[C:16]([CH:18]=[O:19])[CH:15]=[CH:14][C:13]=2[N+:23]([O-:25])=[O:24])=[N:8][C:7]=1[C:26]1[CH:31]=[CH:30][CH:29]=[CH:28][CH:27]=1)=[O:5])[CH3:2]. The catalyst class is: 10. (2) Product: [C:15]1([CH2:21][CH2:22][CH2:23][NH:24][CH:2]2[CH2:7][CH2:6][N:5]([C:8]([O:10][C:11]([CH3:14])([CH3:13])[CH3:12])=[O:9])[CH2:4][CH2:3]2)[CH:20]=[CH:19][CH:18]=[CH:17][CH:16]=1. Reactant: O=[C:2]1[CH2:7][CH2:6][N:5]([C:8]([O:10][C:11]([CH3:14])([CH3:13])[CH3:12])=[O:9])[CH2:4][CH2:3]1.[C:15]1([CH2:21][CH2:22][CH2:23][NH2:24])[CH:20]=[CH:19][CH:18]=[CH:17][CH:16]=1.C(O)(=O)C.[BH3-]C#N.[Na+]. The catalyst class is: 24.